Dataset: Retrosynthesis with 50K atom-mapped reactions and 10 reaction types from USPTO. Task: Predict the reactants needed to synthesize the given product. (1) Given the product CCn1nc(Cc2ccccc2)cc1C1CCN(C[C@H]2CN(CC(CC)(CC)C(=O)OCc3ccccc3)C[C@@H]2c2cccc(F)c2)CC1, predict the reactants needed to synthesize it. The reactants are: CCC(CC)(CN1C[C@H](c2cccc(F)c2)[C@@H](C=O)C1)C(=O)OCc1ccccc1.CCn1nc(Cc2ccccc2)cc1C1CCNCC1. (2) Given the product c1cc2cc(-c3ccc(O[C@@H]4CN5CCC4CC5)nn3)ccc2[nH]1, predict the reactants needed to synthesize it. The reactants are: Clc1ccc(O[C@@H]2CN3CCC2CC3)nn1.OB(O)c1ccc2[nH]ccc2c1. (3) Given the product NC1=N[C@@]2(c3ccccc3F)CO[C@@H](CF)C[C@H]2CS1, predict the reactants needed to synthesize it. The reactants are: CC(C)(C)OC(=O)NC1=N[C@@]2(c3ccccc3F)CO[C@@H](CF)C[C@H]2CS1. (4) Given the product Cc1onc(-c2c(F)cccc2Cl)c1C(=O)N[C@@H](CCN1CCC(c2cccc(NC(=O)C(C)C)c2)CC1)c1ccccc1, predict the reactants needed to synthesize it. The reactants are: CC(C)C(=O)Nc1cccc(C2CCN(CC[C@H](N)c3ccccc3)CC2)c1.Cc1onc(-c2c(F)cccc2Cl)c1C(=O)Cl.